From a dataset of Full USPTO retrosynthesis dataset with 1.9M reactions from patents (1976-2016). Predict the reactants needed to synthesize the given product. Given the product [Cl:12][C:11]1[C:2]([NH:23][S:20]([C:16]2[CH:17]=[CH:18][CH:19]=[C:14]([CH3:13])[CH:15]=2)(=[O:21])=[O:22])=[N:3][C:4]2[C:9]([N:10]=1)=[CH:8][CH:7]=[CH:6][CH:5]=2, predict the reactants needed to synthesize it. The reactants are: Cl[C:2]1[C:11]([Cl:12])=[N:10][C:9]2[C:4](=[CH:5][CH:6]=[CH:7][CH:8]=2)[N:3]=1.[CH3:13][C:14]1[CH:15]=[C:16]([S:20]([NH2:23])(=[O:22])=[O:21])[CH:17]=[CH:18][CH:19]=1.C([O-])([O-])=O.[K+].[K+].